Dataset: hERG potassium channel inhibition data for cardiac toxicity prediction from Karim et al.. Task: Regression/Classification. Given a drug SMILES string, predict its toxicity properties. Task type varies by dataset: regression for continuous values (e.g., LD50, hERG inhibition percentage) or binary classification for toxic/non-toxic outcomes (e.g., AMES mutagenicity, cardiotoxicity, hepatotoxicity). Dataset: herg_karim. (1) The compound is CCCOCCn1c(=O)c(N2CCN(CC)CC2)nc2cnc(-c3ccc(OC)nc3)cc21. The result is 1 (blocker). (2) The drug is O=C1Cc2cc(CC[NH+]3CCN(c4nsc5ccccc45)CC3)c(Cl)cc2N1. The result is 1 (blocker).